This data is from Merck oncology drug combination screen with 23,052 pairs across 39 cell lines. The task is: Regression. Given two drug SMILES strings and cell line genomic features, predict the synergy score measuring deviation from expected non-interaction effect. (1) Drug 1: CN(Cc1cnc2nc(N)nc(N)c2n1)c1ccc(C(=O)NC(CCC(=O)O)C(=O)O)cc1. Drug 2: CNC(=O)c1cc(Oc2ccc(NC(=O)Nc3ccc(Cl)c(C(F)(F)F)c3)cc2)ccn1. Cell line: VCAP. Synergy scores: synergy=-10.8. (2) Drug 1: O=c1[nH]cc(F)c(=O)[nH]1. Drug 2: CCN(CC)CCNC(=O)c1c(C)[nH]c(C=C2C(=O)Nc3ccc(F)cc32)c1C. Synergy scores: synergy=7.13. Cell line: NCIH460. (3) Drug 1: O=C(CCCCCCC(=O)Nc1ccccc1)NO. Drug 2: COC1CC2CCC(C)C(O)(O2)C(=O)C(=O)N2CCCCC2C(=O)OC(C(C)CC2CCC(OP(C)(C)=O)C(OC)C2)CC(=O)C(C)C=C(C)C(O)C(OC)C(=O)C(C)CC(C)C=CC=CC=C1C. Cell line: NCIH520. Synergy scores: synergy=-0.844. (4) Drug 1: CC1(c2nc3c(C(N)=O)cccc3[nH]2)CCCN1. Drug 2: COC1=C2CC(C)CC(OC)C(O)C(C)C=C(C)C(OC(N)=O)C(OC)C=CC=C(C)C(=O)NC(=CC1=O)C2=O. Cell line: SKMEL30. Synergy scores: synergy=30.3.